Dataset: Forward reaction prediction with 1.9M reactions from USPTO patents (1976-2016). Task: Predict the product of the given reaction. (1) Given the reactants [CH3:1][C:2](=[CH:4][CH2:5][CH2:6][CH:7]([CH2:9][CH:10]=[O:11])[CH3:8])[CH3:3].C(O)[C@H]1O[C@@H]2O[C@H]3[C@H](O)[C@@H](O)[C@@H](O[C@H]4[C@H](O)[C@@H](O)[C@@H](O[C@H]5[C@H](O)[C@@H](O)[C@@H](O[C@H]6[C@H](O)[C@@H](O)[C@@H](O[C@H]7[C@H](O)[C@@H](O)[C@@H](O[C@H]8[C@H](O)[C@@H](O)[C@@H](O[C@H]1[C@H](O)[C@H]2O)O[C@@H]8CO)O[C@@H]7CO)O[C@@H]6CO)O[C@@H]5CO)O[C@@H]4CO)O[C@@H]3CO, predict the reaction product. The product is: [CH3:3][C:2](=[CH:4][CH2:5][CH2:6][C:7](=[CH:9][CH:10]=[O:11])[CH3:8])[CH3:1]. (2) Given the reactants ClC(N(C)C)=C(C)C.[Si:9]([O:16][C@@H:17]([CH2:21][O:22][CH3:23])[C:18]([OH:20])=O)([C:12]([CH3:15])([CH3:14])[CH3:13])([CH3:11])[CH3:10].N1C=CC=CC=1.[CH3:30][C:31]1[N:35]=[C:34]([NH2:36])[S:33][N:32]=1.C(O)(=O)CC(CC(O)=O)(C(O)=O)O, predict the reaction product. The product is: [Si:9]([O:16][C@@H:17]([CH2:21][O:22][CH3:23])[C:18]([NH:36][C:34]1[S:33][N:32]=[C:31]([CH3:30])[N:35]=1)=[O:20])([C:12]([CH3:13])([CH3:14])[CH3:15])([CH3:10])[CH3:11]. (3) Given the reactants [C:1]([C:3](=[C:9](OCC)[CH2:10][CH3:11])[C:4]([O:6][CH2:7][CH3:8])=[O:5])#N.Cl.[CH:16]1([NH:21][NH2:22])[CH2:20][CH2:19][CH2:18][CH2:17]1.[CH2:23](N(CC)CC)C, predict the reaction product. The product is: [CH:16]1([N:21]2[C:1]([CH3:23])=[C:3]([C:4]([O:6][CH2:7][CH3:8])=[O:5])[C:9]([CH2:10][CH3:11])=[N:22]2)[CH2:20][CH2:19][CH2:18][CH2:17]1. (4) Given the reactants C(OC([NH:8][C@H:9]1[C:13]2([CH2:16][CH2:15][CH2:14]2)[CH2:12][N:11]([C:17]([O:19][CH2:20][C:21]2[CH:26]=[CH:25][CH:24]=[CH:23][CH:22]=2)=[O:18])[CH2:10]1)=O)(C)(C)C.Cl, predict the reaction product. The product is: [NH2:8][C@H:9]1[C:13]2([CH2:16][CH2:15][CH2:14]2)[CH2:12][N:11]([C:17]([O:19][CH2:20][C:21]2[CH:26]=[CH:25][CH:24]=[CH:23][CH:22]=2)=[O:18])[CH2:10]1. (5) Given the reactants [F:1][C:2]1([CH2:12][CH2:13][CH:14]2[C:22]3[C:17](=[CH:18][CH:19]=[CH:20][CH:21]=3)[C:16]3=[CH:23][N:24]=[CH:25][N:15]23)[CH2:7][CH2:6][CH:5]([S:8](O)(=[O:10])=[O:9])[CH2:4][CH2:3]1.C(Cl)[Cl:27], predict the reaction product. The product is: [F:1][C:2]1([CH2:12][CH2:13][CH:14]2[C:22]3[C:17](=[CH:18][CH:19]=[CH:20][CH:21]=3)[C:16]3=[CH:23][N:24]=[CH:25][N:15]23)[CH2:7][CH2:6][CH:5]([S:8]([Cl:27])(=[O:10])=[O:9])[CH2:4][CH2:3]1. (6) Given the reactants [N+:1]([C:4]1[CH:9]=[CH:8][C:7]([N:10]2[CH2:15][CH2:14][N:13]([CH2:16][CH2:17][NH2:18])[CH2:12][CH2:11]2)=[CH:6][CH:5]=1)([O-:3])=[O:2].[CH2:19]([C:23]1[N:27]([C:28]2[CH:33]=[CH:32][CH:31]=[CH:30][CH:29]=2)[N:26]=[C:25]([CH:34]=O)[CH:24]=1)[CH:20]([CH3:22])[CH3:21], predict the reaction product. The product is: [CH2:19]([C:23]1[N:27]([C:28]2[CH:33]=[CH:32][CH:31]=[CH:30][CH:29]=2)[N:26]=[C:25]([CH2:34][NH:18][CH2:17][CH2:16][N:13]2[CH2:12][CH2:11][N:10]([C:7]3[CH:6]=[CH:5][C:4]([N+:1]([O-:3])=[O:2])=[CH:9][CH:8]=3)[CH2:15][CH2:14]2)[CH:24]=1)[CH:20]([CH3:22])[CH3:21]. (7) Given the reactants I[C:2]1[CH:3]=[C:4]([CH:12]=[CH:13][CH:14]=1)[CH2:5][N:6]1[CH2:10][CH2:9][CH2:8][C:7]1=[O:11].CNC1CCCCC1NC.[C:25]([C:29]1[CH:33]=[C:32]([NH2:34])[NH:31][N:30]=1)([CH3:28])([CH3:27])[CH3:26].C(=O)([O-])[O-].[K+].[K+], predict the reaction product. The product is: [NH2:34][C:32]1[N:31]([C:2]2[CH:3]=[C:4]([CH:12]=[CH:13][CH:14]=2)[CH2:5][N:6]2[CH2:10][CH2:9][CH2:8][C:7]2=[O:11])[N:30]=[C:29]([C:25]([CH3:28])([CH3:27])[CH3:26])[CH:33]=1. (8) Given the reactants [Cl:1][C:2]1[CH:7]=[C:6](B2OC(C)(C)C(C)(C)O2)[CH:5]=[CH:4][C:3]=1[C:17]([OH:27])([C:24]#[C:25][CH3:26])[CH2:18][N:19]1[CH:23]=[N:22][CH:21]=[N:20]1.[OH-:28].[Na+].OO.O, predict the reaction product. The product is: [Cl:1][C:2]1[CH:7]=[C:6]([OH:28])[CH:5]=[CH:4][C:3]=1[C:17]([OH:27])([CH2:18][N:19]1[CH:23]=[N:22][CH:21]=[N:20]1)[C:24]#[C:25][CH3:26].